This data is from Reaction yield outcomes from USPTO patents with 853,638 reactions. The task is: Predict the reaction yield, written as a fraction of the theoretical maximum amount of product (1.0 means a 100% yield; for example, 0.34 means a 34% yield). (1) The reactants are [F:1][C:2]1[CH:7]=[C:6]([F:8])[CH:5]=[CH:4][C:3]=1[C:9]1[N:10]=[C:11]2[CH2:16][CH2:15][CH2:14][CH2:13][N:12]2[CH:17]=1.C1C(=O)N([I:25])C(=O)C1. The catalyst is CN(C=O)C. The product is [F:1][C:2]1[CH:7]=[C:6]([F:8])[CH:5]=[CH:4][C:3]=1[C:9]1[N:10]=[C:11]2[CH2:16][CH2:15][CH2:14][CH2:13][N:12]2[C:17]=1[I:25]. The yield is 0.690. (2) The reactants are [CH3:1][N:2]1[CH:6]=[C:5]([C:7]2[C:8]([C:32]([F:35])([F:34])[F:33])=[CH:9][C:10]3[N:15]([C:16]4[C:20]5[CH2:21][NH:22][CH2:23][CH2:24][C:19]=5[N:18]([CH:25]5[CH2:30][CH2:29][O:28][CH2:27][CH2:26]5)[N:17]=4)[CH2:14][CH2:13][O:12][C:11]=3[CH:31]=2)[CH:4]=[N:3]1.C(N(CC)CC)C.[C:43](OC(=O)C)(=[O:45])[CH3:44]. The catalyst is C(Cl)Cl. The product is [CH3:1][N:2]1[CH:6]=[C:5]([C:7]2[C:8]([C:32]([F:33])([F:35])[F:34])=[CH:9][C:10]3[N:15]([C:16]4[C:20]5[CH2:21][N:22]([C:43](=[O:45])[CH3:44])[CH2:23][CH2:24][C:19]=5[N:18]([CH:25]5[CH2:30][CH2:29][O:28][CH2:27][CH2:26]5)[N:17]=4)[CH2:14][CH2:13][O:12][C:11]=3[CH:31]=2)[CH:4]=[N:3]1. The yield is 0.330.